From a dataset of Catalyst prediction with 721,799 reactions and 888 catalyst types from USPTO. Predict which catalyst facilitates the given reaction. (1) The catalyst class is: 1. Product: [Br:1][C:2]1[C:10]2[O:9][C:8]([CH2:12][CH3:13])=[CH:7][C:6]=2[CH:5]=[CH:4][CH:3]=1. Reactant: [Br:1][C:2]1[C:10]2[O:9][CH:8]=[CH:7][C:6]=2[CH:5]=[CH:4][CH:3]=1.[Li+].[CH3:12][CH:13]([N-]C(C)C)C.C1COCC1.CCCCCCC.CI.C([O-])(O)=O.[Na+]. (2) Reactant: [C:1]([C:3]1([C:10]2[CH:15]=[CH:14][CH:13]=[CH:12][CH:11]=2)[CH2:8][CH2:7][C:6](=[O:9])[CH2:5][CH2:4]1)#[N:2].[CH2:16](O)[CH2:17][OH:18].C1(C)C=CC(S(O)(=O)=O)=CC=1.O. Product: [C:1]([C:3]1([C:10]2[CH:11]=[CH:12][CH:13]=[CH:14][CH:15]=2)[CH2:4][CH2:5][C:6]2([O:18][CH2:17][CH2:16][O:9]2)[CH2:7][CH2:8]1)#[N:2]. The catalyst class is: 11. (3) Reactant: [CH2:1]([Li])CCC.[F:6][C:7]([F:23])([F:22])[C:8]1[CH:9]=[C:10]([CH2:18][C:19]([OH:21])=[O:20])[CH:11]=[C:12]([C:14]([F:17])([F:16])[F:15])[CH:13]=1.IC.S(=O)(O)[O-].[Na+].[CH:31]1([NH:37][CH:38]2[CH2:43][CH2:42][CH2:41][CH2:40][CH2:39]2)[CH2:36][CH2:35][CH2:34][CH2:33][CH2:32]1. Product: [CH3:1][CH:18]([C:10]1[CH:9]=[C:8]([C:7]([F:22])([F:23])[F:6])[CH:13]=[C:12]([C:14]([F:16])([F:17])[F:15])[CH:11]=1)[C:19]([O-:21])=[O:20].[CH:38]1([NH2+:37][CH:31]2[CH2:32][CH2:33][CH2:34][CH2:35][CH2:36]2)[CH2:39][CH2:40][CH2:41][CH2:42][CH2:43]1. The catalyst class is: 7. (4) The catalyst class is: 53. Reactant: [Cl:1][C:2]1[CH:3]=[C:4]([CH:14]=[C:15]([Cl:17])[CH:16]=1)[O:5][CH2:6][C:7]([O:9][C:10]([CH3:13])([CH3:12])[CH3:11])=[O:8].[Br:18]N1C(=O)CCC1=O. Product: [Br:18][CH:6]([O:5][C:4]1[CH:3]=[C:2]([Cl:1])[CH:16]=[C:15]([Cl:17])[CH:14]=1)[C:7]([O:9][C:10]([CH3:12])([CH3:13])[CH3:11])=[O:8].